From a dataset of Full USPTO retrosynthesis dataset with 1.9M reactions from patents (1976-2016). Predict the reactants needed to synthesize the given product. (1) Given the product [CH:18]1([NH:8][CH2:9][C:10]([F:17])([CH3:16])[C:11]([O:13][CH2:14][CH3:15])=[O:12])[CH2:19][CH2:20][CH2:21][CH2:22]1, predict the reactants needed to synthesize it. The reactants are: C([N:8]([CH:18]1[CH2:22][CH2:21][CH2:20][CH2:19]1)[CH2:9][C:10]([F:17])([CH3:16])[C:11]([O:13][CH2:14][CH3:15])=[O:12])C1C=CC=CC=1.C(O)(C(F)(F)F)=O. (2) Given the product [C:1]([NH:9][C:10]1[CH:22]=[CH:21][C:13]2[S:14][C:15]([C:17]([OH:19])=[O:18])=[CH:16][C:12]=2[CH:11]=1)(=[O:8])[C:2]1[CH:3]=[CH:4][CH:5]=[CH:6][CH:7]=1, predict the reactants needed to synthesize it. The reactants are: [C:1]([NH:9][C:10]1[CH:22]=[CH:21][C:13]2[S:14][C:15]([C:17]([O:19]C)=[O:18])=[CH:16][C:12]=2[CH:11]=1)(=[O:8])[C:2]1[CH:7]=[CH:6][CH:5]=[CH:4][CH:3]=1.O.[OH-].[Li+].O. (3) The reactants are: [O:1]1[C:5]2([CH2:10][CH2:9][CH2:8][CH2:7][CH2:6]2)[O:4][CH2:3][C@@H:2]1[CH2:11][OH:12].[Cl:13][C:14]1[CH:19]=[C:18](Cl)[N:17]=[C:16]([S:21][CH2:22][C:23]2[CH:28]=[CH:27][CH:26]=[C:25]([F:29])[C:24]=2[F:30])[N:15]=1.[H-].[Na+]. Given the product [Cl:13][C:14]1[CH:19]=[C:18]([O:12][CH2:11][C@H:2]2[CH2:3][O:4][C:5]3([CH2:10][CH2:9][CH2:8][CH2:7][CH2:6]3)[O:1]2)[N:17]=[C:16]([S:21][CH2:22][C:23]2[CH:28]=[CH:27][CH:26]=[C:25]([F:29])[C:24]=2[F:30])[N:15]=1, predict the reactants needed to synthesize it. (4) Given the product [CH:1]1([CH2:7][C:8]2[N:9]=[C:10]([C:13]([NH:19][NH2:20])=[O:15])[S:11][CH:12]=2)[CH2:6][CH2:5][CH2:4][CH2:3][CH2:2]1, predict the reactants needed to synthesize it. The reactants are: [CH:1]1([CH2:7][C:8]2[N:9]=[C:10]([C:13]([O:15]CC)=O)[S:11][CH:12]=2)[CH2:6][CH2:5][CH2:4][CH2:3][CH2:2]1.O.[NH2:19][NH2:20]. (5) Given the product [Si:16]([O:15][CH2:14][C@H:9]1[CH2:10][O:11][CH2:12][CH2:13][NH:8]1)([C:19]([CH3:22])([CH3:20])[CH3:21])([CH3:18])[CH3:17], predict the reactants needed to synthesize it. The reactants are: C([N:8]1[CH2:13][CH2:12][O:11][CH2:10][C@@H:9]1[CH2:14][O:15][Si:16]([C:19]([CH3:22])([CH3:21])[CH3:20])([CH3:18])[CH3:17])C1C=CC=CC=1.[H][H]. (6) Given the product [CH2:20]([NH:24][C:17]([C:14]1[CH:15]=[CH:16][C:11]([C:5]2[CH:4]=[C:3]([CH2:1][CH3:2])[C:8](=[O:9])[NH:7][C:6]=2[CH3:10])=[N:12][CH:13]=1)=[O:19])[CH2:21][CH2:22][CH3:23], predict the reactants needed to synthesize it. The reactants are: [CH2:1]([C:3]1[C:8](=[O:9])[NH:7][C:6]([CH3:10])=[C:5]([C:11]2[CH:16]=[CH:15][C:14]([C:17]([OH:19])=O)=[CH:13][N:12]=2)[CH:4]=1)[CH3:2].[CH2:20]([NH2:24])[CH2:21][CH2:22][CH3:23].